From a dataset of Cav3 T-type calcium channel HTS with 100,875 compounds. Binary Classification. Given a drug SMILES string, predict its activity (active/inactive) in a high-throughput screening assay against a specified biological target. The molecule is O=c1n2c(nc3n(C(C)C)c(=N)c(cc13)C(=O)NCCCOC)c(ccc2)C. The result is 0 (inactive).